From a dataset of Forward reaction prediction with 1.9M reactions from USPTO patents (1976-2016). Predict the product of the given reaction. (1) Given the reactants Br[C:2]1[N:6]([CH3:7])[CH:5]=[N:4][C:3]=1[C:8]1[CH:13]=[C:12]([C:14]#[N:15])[CH:11]=[CH:10][N:9]=1.[CH3:16][O:17][C:18]1[CH:23]=[CH:22][C:21](B(O)O)=[CH:20][CH:19]=1, predict the reaction product. The product is: [CH3:16][O:17][C:18]1[CH:23]=[CH:22][C:21]([C:2]2[N:6]([CH3:7])[CH:5]=[N:4][C:3]=2[C:8]2[CH:13]=[C:12]([C:14]#[N:15])[CH:11]=[CH:10][N:9]=2)=[CH:20][CH:19]=1. (2) Given the reactants [Cl:1][C:2]1[N:7]=[C:6](Cl)[C:5]([CH2:9][C:10]([O:12][CH2:13][CH3:14])=[O:11])=[C:4]([Cl:15])[N:3]=1.[CH:16]1([NH2:19])[CH2:18][CH2:17]1.CCN(C(C)C)C(C)C, predict the reaction product. The product is: [Cl:1][C:2]1[N:3]=[C:4]([Cl:15])[C:5]([CH2:9][C:10]([O:12][CH2:13][CH3:14])=[O:11])=[C:6]([NH:19][CH:16]2[CH2:18][CH2:17]2)[N:7]=1. (3) Given the reactants C1NC2N([C@@H]3O[C@H](CO)[C@@H](O)[C@H]3O)C=NC=2C(=O)N=1.C1(P(C2C=CC=CC=2)C2C=CC=CC=2)C=CC=CC=1.C1COCC1.[CH:44]1([CH2:49][O:50][C:51]2[CH:56]=[CH:55][CH:54]=[CH:53][C:52]=2[OH:57])[CH2:48][CH2:47][CH2:46][CH2:45]1.[CH2:58]([O:60][C:61](=[O:66])[C:62](Br)([CH3:64])[CH3:63])[CH3:59].CS(C)=O, predict the reaction product. The product is: [CH2:58]([O:60][C:61](=[O:66])[C:62]([O:57][C:52]1[CH:53]=[CH:54][CH:55]=[CH:56][C:51]=1[O:50][CH2:49][CH:44]1[CH2:45][CH2:46][CH2:47][CH2:48]1)([CH3:64])[CH3:63])[CH3:59]. (4) Given the reactants [Cl:1][C:2]1[NH:7][C:6](=[O:8])[NH:5][C:4](=[O:9])[CH:3]=1.[H-].[Na+].[Br-].[Li+].Br[CH2:15][C:16]1[C:17]([C:22]#[N:23])=[CH:18][CH:19]=[CH:20][CH:21]=1, predict the reaction product. The product is: [Cl:1][C:2]1[N:7]([CH2:15][C:16]2[CH:21]=[CH:20][CH:19]=[CH:18][C:17]=2[C:22]#[N:23])[C:6](=[O:8])[NH:5][C:4](=[O:9])[CH:3]=1. (5) Given the reactants [Cl:1][C:2]1[S:3][C:4]([CH2:7][N:8]2[C:13]3[CH:14]=[CH:15][S:16][C:12]=3[C:11](=[O:17])O[C:9]2=[O:18])=[CH:5][N:6]=1.C(N1C2N=CC=CC=2C(=O)OC1=O)CCC.[O:35]=[S:36]1(=[O:63])[C:41]2[CH:42]=[C:43]([O:46][Si:47]([CH:54]([CH3:56])[CH3:55])([CH:51]([CH3:53])[CH3:52])[CH:48]([CH3:50])[CH3:49])[CH:44]=[CH:45][C:40]=2[NH:39][C:38]([CH2:57]C(OCC)=O)=[N:37]1.O=S1(=O)C2C=CC=CC=2NC(CC(OCC)=O)=N1, predict the reaction product. The product is: [Cl:1][C:2]1[S:3][C:4]([CH2:7][N:8]2[C:9](=[O:18])[C:57]([C:38]3[NH:39][C:40]4[CH:45]=[CH:44][C:43]([O:46][Si:47]([CH:51]([CH3:53])[CH3:52])([CH:54]([CH3:55])[CH3:56])[CH:48]([CH3:49])[CH3:50])=[CH:42][C:41]=4[S:36](=[O:63])(=[O:35])[N:37]=3)=[C:11]([OH:17])[C:12]3[S:16][CH:15]=[CH:14][C:13]2=3)=[CH:5][N:6]=1. (6) The product is: [O:20]1[CH2:21][CH2:22][CH2:23][CH2:24][CH:19]1[N:16]1[CH:17]=[CH:18][C:14]([C@H:10]2[CH2:11][CH2:12][CH2:13][C@@H:9]2[OH:8])=[N:15]1. Given the reactants C([O:8][C@H:9]1[CH2:13][CH2:12][CH2:11][C@@H:10]1[C:14]1[CH:18]=[CH:17][N:16]([CH:19]2[CH2:24][CH2:23][CH2:22][CH2:21][O:20]2)[N:15]=1)C1C=CC=CC=1, predict the reaction product.